From a dataset of Reaction yield outcomes from USPTO patents with 853,638 reactions. Predict the reaction yield, written as a fraction of the theoretical maximum amount of product (1.0 means a 100% yield; for example, 0.34 means a 34% yield). The reactants are [CH3:1][O:2][C:3]([C:5]1[CH:14]=[C:13](OS(C(F)(F)F)(=O)=O)[C:12]2[C:7](=[C:8]([O:23][CH2:24][C:25]3[CH:30]=[CH:29][CH:28]=[CH:27][CH:26]=3)[CH:9]=[CH:10][CH:11]=2)[N:6]=1)=[O:4].[C:31]1([C:37]#C)[CH:36]=[CH:35][CH:34]=[CH:33][CH:32]=1. The yield is 0.680. No catalyst specified. The product is [CH3:1][O:2][C:3]([C:5]1[CH:14]=[C:13]([C:14]#[C:5][CH2:3][O:2][CH2:37][C:31]2[CH:32]=[CH:33][CH:34]=[CH:35][CH:36]=2)[C:12]2[C:7](=[C:8]([O:23][CH2:24][C:25]3[CH:30]=[CH:29][CH:28]=[CH:27][CH:26]=3)[CH:9]=[CH:10][CH:11]=2)[N:6]=1)=[O:4].